This data is from Full USPTO retrosynthesis dataset with 1.9M reactions from patents (1976-2016). The task is: Predict the reactants needed to synthesize the given product. (1) The reactants are: [C:1]([C:3]1[CH:23]=[C:22]([C:24]2[N:29]=[C:28]([NH:30][C:31]3[CH:36]=[CH:35][C:34]([N:37]4[CH2:42][CH2:41][N:40]([CH:43]5[CH2:48][CH2:47][O:46][CH2:45][CH2:44]5)[CH2:39][CH2:38]4)=[C:33]([F:49])[CH:32]=3)[N:27]=[CH:26][N:25]=2)[CH:21]=[CH:20][C:4]=1[O:5][C@H:6]1[CH2:11][CH2:10][N:9](C(OC(C)(C)C)=O)[CH2:8][C@H:7]1[F:19])#[N:2].FC(F)(F)C(O)=O.C(=O)(O)[O-].[Na+]. Given the product [F:49][C:33]1[CH:32]=[C:31]([NH:30][C:28]2[N:27]=[CH:26][N:25]=[C:24]([C:22]3[CH:21]=[CH:20][C:4]([O:5][C@H:6]4[CH2:11][CH2:10][NH:9][CH2:8][C@H:7]4[F:19])=[C:3]([CH:23]=3)[C:1]#[N:2])[N:29]=2)[CH:36]=[CH:35][C:34]=1[N:37]1[CH2:38][CH2:39][N:40]([CH:43]2[CH2:48][CH2:47][O:46][CH2:45][CH2:44]2)[CH2:41][CH2:42]1, predict the reactants needed to synthesize it. (2) Given the product [CH2:26]([N:10]1[C:9]2[N:8]=[C:7]([CH2:6][C:5]3[CH:4]=[CH:3][C:2]([NH:1][S:40]([C:34]4[C:35]([F:39])=[CH:36][CH:37]=[CH:38][C:33]=4[F:32])(=[O:42])=[O:41])=[CH:31][CH:30]=3)[NH:15][C:14]=2[C:13](=[O:16])[N:12]([CH2:17][C:18]2[CH:23]=[CH:22][CH:21]=[CH:20][C:19]=2[F:24])[C:11]1=[O:25])[CH2:27][CH2:28][CH3:29], predict the reactants needed to synthesize it. The reactants are: [NH2:1][C:2]1[CH:31]=[CH:30][C:5]([CH2:6][C:7]2[NH:15][C:14]3[C:13](=[O:16])[N:12]([CH2:17][C:18]4[CH:23]=[CH:22][CH:21]=[CH:20][C:19]=4[F:24])[C:11](=[O:25])[N:10]([CH2:26][CH2:27][CH2:28][CH3:29])[C:9]=3[N:8]=2)=[CH:4][CH:3]=1.[F:32][C:33]1[CH:38]=[CH:37][CH:36]=[C:35]([F:39])[C:34]=1[S:40](Cl)(=[O:42])=[O:41]. (3) Given the product [Br:1][C:2]1[CH:3]=[N:4][C:5]2[N:6]([N:8]=[C:9]([C:11]([N:24]3[CH2:23][CH:22]=[C:21]([C:18]4[CH:19]=[CH:20][C:15]([Cl:14])=[CH:16][CH:17]=4)[CH2:26][CH2:25]3)=[O:13])[CH:10]=2)[CH:7]=1, predict the reactants needed to synthesize it. The reactants are: [Br:1][C:2]1[CH:3]=[N:4][C:5]2[N:6]([N:8]=[C:9]([C:11]([OH:13])=O)[CH:10]=2)[CH:7]=1.[Cl:14][C:15]1[CH:20]=[CH:19][C:18]([C:21]2[CH2:22][CH2:23][NH:24][CH2:25][CH:26]=2)=[CH:17][CH:16]=1. (4) Given the product [Br:5][C:6]1[CH:7]=[CH:8][N:9]=[C:2]([CH2:1][OH:4])[C:11]=1[CH3:10], predict the reactants needed to synthesize it. The reactants are: [C:1]([O-:4])(=O)[CH3:2].[Br:5][C:6]1[CH:11]=[CH:10][N+:9](O)=[C:8](C)[C:7]=1C.FC(F)(F)C(OC(=O)C(F)(F)F)=O. (5) Given the product [N:15]1[CH:16]=[CH:17][CH:18]=[CH:19][C:14]=1[C:2]1[CH:11]=[C:10]2[C:5]([CH2:6][CH2:7][NH:8][CH2:9]2)=[CH:4][CH:3]=1, predict the reactants needed to synthesize it. The reactants are: Br[C:2]1[CH:11]=[C:10]2[C:5]([CH:6]=[CH:7][N:8]=[CH:9]2)=[CH:4][CH:3]=1.C[Sn](C)(C)[C:14]1[CH:19]=[CH:18][CH:17]=[CH:16][N:15]=1.[BH4-].[Na+]. (6) Given the product [Br:20][C:17]1[CH:18]=[CH:19][C:14]([C:11]2[C:10]3[CH:21]=[CH:22][C:7]([O:6][CH2:5][CH2:4][CH2:3][CH2:2][N:24]([CH3:23])[CH2:25][C:26]#[CH:27])=[CH:8][C:9]=3[S:13][N:12]=2)=[CH:15][CH:16]=1, predict the reactants needed to synthesize it. The reactants are: Br[CH2:2][CH2:3][CH2:4][CH2:5][O:6][C:7]1[CH:22]=[CH:21][C:10]2[C:11]([C:14]3[CH:19]=[CH:18][C:17]([Br:20])=[CH:16][CH:15]=3)=[N:12][S:13][C:9]=2[CH:8]=1.[CH3:23][NH:24][CH2:25][C:26]#[CH:27].